This data is from CYP3A4 inhibition data for predicting drug metabolism from PubChem BioAssay. The task is: Regression/Classification. Given a drug SMILES string, predict its absorption, distribution, metabolism, or excretion properties. Task type varies by dataset: regression for continuous measurements (e.g., permeability, clearance, half-life) or binary classification for categorical outcomes (e.g., BBB penetration, CYP inhibition). Dataset: cyp3a4_veith. The molecule is CC(=O)NCCNc1nc(-c2cccc(NS(C)(=O)=O)c2)nc2ccccc12. The result is 1 (inhibitor).